Predict the reactants needed to synthesize the given product. From a dataset of Full USPTO retrosynthesis dataset with 1.9M reactions from patents (1976-2016). Given the product [CH2:16]([N:12]1[C:11]2[CH:10]=[CH:9][CH:8]=[CH:7][C:6]=2[C:5]2[C:13]1=[CH:1][CH:2]=[CH:3][CH:4]=2)[C:17]1[CH:22]=[CH:21][CH:20]=[CH:19][CH:18]=1, predict the reactants needed to synthesize it. The reactants are: [CH:1]1[C:13]2[NH:12][C:11]3[C:6](=[CH:7][CH:8]=[CH:9][CH:10]=3)[C:5]=2[CH:4]=[CH:3][CH:2]=1.[H-].[Na+].[CH2:16](Br)[C:17]1[CH:22]=[CH:21][CH:20]=[CH:19][CH:18]=1.